This data is from Catalyst prediction with 721,799 reactions and 888 catalyst types from USPTO. The task is: Predict which catalyst facilitates the given reaction. Reactant: [CH2:1]([O:4][C:5]1[CH:13]=[C:12]([C:14]([F:17])([F:16])[F:15])[CH:11]=[CH:10][C:6]=1[C:7]([OH:9])=O)[CH2:2][CH3:3].[CH3:18][NH:19][O:20][CH3:21].CN1CCOCC1.C[N+]1(C2N=C(OC)N=C(OC)N=2)CCOCC1.[Cl-]. Product: [CH3:21][O:20][N:19]([CH3:18])[C:7](=[O:9])[C:6]1[CH:10]=[CH:11][C:12]([C:14]([F:17])([F:16])[F:15])=[CH:13][C:5]=1[O:4][CH2:1][CH2:2][CH3:3]. The catalyst class is: 1.